From a dataset of Forward reaction prediction with 1.9M reactions from USPTO patents (1976-2016). Predict the product of the given reaction. (1) Given the reactants [C:1]([C:3]1[CH:8]=[CH:7][C:6]([NH:9][C:10](=[O:14])[C:11]([CH3:13])=[CH2:12])=[CH:5][C:4]=1[C:15]([F:18])([F:17])[F:16])#[N:2].ClC1C=CC=C(C(OO)=[O:27])C=1, predict the reaction product. The product is: [C:1]([C:3]1[CH:8]=[CH:7][C:6]([NH:9][C:10]([C:11]2([CH3:13])[CH2:12][O:27]2)=[O:14])=[CH:5][C:4]=1[C:15]([F:17])([F:16])[F:18])#[N:2]. (2) Given the reactants [O:1]1[C:5]2([CH2:10][CH2:9][CH2:8][CH2:7][CH:6]2[CH2:11][OH:12])[O:4][CH2:3][CH2:2]1.[H-].[Na+].[CH2:15](Br)[C:16]1[CH:21]=[CH:20][CH:19]=[CH:18][CH:17]=1, predict the reaction product. The product is: [CH2:15]([O:12][CH2:11][CH:6]1[CH2:7][CH2:8][CH2:9][CH2:10][C:5]21[O:4][CH2:3][CH2:2][O:1]2)[C:16]1[CH:21]=[CH:20][CH:19]=[CH:18][CH:17]=1. (3) The product is: [Br:18][CH2:19][CH2:20][CH2:21][O:9][C:6]1[CH:5]=[CH:4][C:3]([C:10]2[CH:11]([CH3:17])[CH2:12][C:13](=[O:16])[NH:14][N:15]=2)=[C:2]([F:1])[C:7]=1[F:8]. Given the reactants [F:1][C:2]1[C:7]([F:8])=[C:6]([OH:9])[CH:5]=[CH:4][C:3]=1[C:10]1[CH:11]([CH3:17])[CH2:12][C:13](=[O:16])[NH:14][N:15]=1.[Br:18][CH2:19][CH2:20][CH2:21]Br.C(=O)([O-])[O-].[K+].[K+].O, predict the reaction product. (4) Given the reactants C([CH:3]([C:16]1[CH:21]=[CH:20][C:19]([F:22])=[CH:18][CH:17]=1)[C:4]([C:6]1[CH:11]=[CH:10][N:9]=[C:8]([NH:12]C(=O)C)[CH:7]=1)=[O:5])#N.Br.N, predict the reaction product. The product is: [F:22][C:19]1[CH:18]=[CH:17][C:16]([CH2:3][C:4]([C:6]2[CH:11]=[CH:10][N:9]=[C:8]([NH2:12])[CH:7]=2)=[O:5])=[CH:21][CH:20]=1. (5) Given the reactants C(Cl)(=O)C(Cl)=O.CS(C)=O.[OH:11][CH:12]1[CH2:26][CH2:25][CH2:24][CH2:23][CH2:22][C@H:21]([NH:27][C:28]([C:30]2[CH:34]=[C:33]([CH3:35])[O:32][N:31]=2)=[O:29])[C:20](=[O:36])[N:19]2[CH2:37][C@H:38]([O:40][C:41]3[N:42]=[C:43]4[C:48](=[C:49]5[C:54]=3[CH:53]=[CH:52][CH:51]=[CH:50]5)[CH:47]=[CH:46][CH:45]=[CH:44]4)[CH2:39][C@H:18]2[C:17](=[O:55])[NH:16][C@:15]2([C:57]([O:59][C:60]([CH3:63])([CH3:62])[CH3:61])=[O:58])[CH2:56][C@H:14]2[CH2:13]1.C(N(CC)CC)C, predict the reaction product. The product is: [CH3:35][C:33]1[O:32][N:31]=[C:30]([C:28]([NH:27][C@@H:21]2[C:20](=[O:36])[N:19]3[CH2:37][C@H:38]([O:40][C:41]4[N:42]=[C:43]5[C:48](=[C:49]6[C:54]=4[CH:53]=[CH:52][CH:51]=[CH:50]6)[CH:47]=[CH:46][CH:45]=[CH:44]5)[CH2:39][C@H:18]3[C:17](=[O:55])[NH:16][C@:15]3([C:57]([O:59][C:60]([CH3:62])([CH3:61])[CH3:63])=[O:58])[CH2:56][C@H:14]3[CH2:13][C:12](=[O:11])[CH2:26][CH2:25][CH2:24][CH2:23][CH2:22]2)=[O:29])[CH:34]=1. (6) The product is: [Br:36][CH2:15][C:4]1[CH:5]=[C:6]([C:9]2[N:10]=[N:11][N:12]([CH3:14])[N:13]=2)[CH:7]=[CH:8][C:3]=1[O:2][CH3:1]. Given the reactants [CH3:1][O:2][C:3]1[CH:8]=[CH:7][C:6]([C:9]2[N:10]=[N:11][N:12]([CH3:14])[N:13]=2)=[CH:5][C:4]=1[CH2:15]O.C1(P(C2C=CC=CC=2)C2C=CC=CC=2)C=CC=CC=1.[Br:36]N1C(=O)CCC1=O, predict the reaction product. (7) Given the reactants [CH2:1]([C:13]1[CH:19]=[CH:18][C:16]([OH:17])=[CH:15][C:14]=1[OH:20])[CH2:2][CH2:3][CH2:4][CH2:5][CH2:6][CH2:7][CH2:8][CH2:9][CH2:10][CH2:11][CH3:12].[C:21](O)(=[O:24])[CH:22]=[CH2:23], predict the reaction product. The product is: [CH2:1]([C:13]1[CH:19]=[C:18]2[C:16](=[CH:15][C:14]=1[OH:20])[O:17][C:21](=[O:24])[CH2:22][CH2:23]2)[CH2:2][CH2:3][CH2:4][CH2:5][CH2:6][CH2:7][CH2:8][CH2:9][CH2:10][CH2:11][CH3:12].